This data is from Reaction yield outcomes from USPTO patents with 853,638 reactions. The task is: Predict the reaction yield, written as a fraction of the theoretical maximum amount of product (1.0 means a 100% yield; for example, 0.34 means a 34% yield). (1) The reactants are C(N(CC)CC)C.[N:8]1([C:14]([O:16][C:17]([CH3:20])([CH3:19])[CH3:18])=[O:15])[CH2:13][CH2:12][NH:11][CH2:10][CH2:9]1.Cl[C:22]1[C:23]2[C@H:30]([CH3:31])[CH2:29][CH2:28][C:24]=2[N:25]=[CH:26][N:27]=1.C(OCC)(=O)C. The catalyst is CCCCO. The product is [CH3:31][C@H:30]1[C:23]2[C:22]([N:11]3[CH2:12][CH2:13][N:8]([C:14]([O:16][C:17]([CH3:20])([CH3:19])[CH3:18])=[O:15])[CH2:9][CH2:10]3)=[N:27][CH:26]=[N:25][C:24]=2[CH2:28][CH2:29]1. The yield is 0.741. (2) The reactants are [F:1][C:2]1[CH:7]=[C:6]([I:8])[CH:5]=[CH:4][C:3]=1[NH:9][C:10](=O)[CH3:11].[N-:13]=[N+:14]=[N-:15].[Na+].FC(F)(F)S(OS(C(F)(F)F)(=O)=O)(=O)=O. The catalyst is C(#N)C. The product is [F:1][C:2]1[CH:7]=[C:6]([I:8])[CH:5]=[CH:4][C:3]=1[N:9]1[C:10]([CH3:11])=[N:15][N:14]=[N:13]1. The yield is 0.620. (3) The reactants are [CH3:1][O:2][P:3]([CH2:7][CH:8]=[CH:9][CH2:10][CH:11]([CH2:15][C:16]([CH3:33])=[CH:17][CH2:18][C:19]1[C:20]([OH:32])=[C:21]2[C:25](=[C:26]([CH3:30])[C:27]=1[O:28][CH3:29])[CH2:24][O:23][C:22]2=[O:31])[C:12]([OH:14])=[O:13])([O:5][CH3:6])=[O:4].[CH3:34][Si:35]([CH:38](O)[CH3:39])([CH3:37])[CH3:36].C1(P([C:54]2[CH:59]=CC=CC=2)C2C=CC=CC=2)C=CC=CC=1.N(C(OCC)=O)=NC(OCC)=O. The catalyst is C1COCC1. The product is [CH3:34][Si:35]([CH3:37])([CH3:36])[CH2:38][CH2:39][O:13][C:12](=[O:14])[CH:11]([CH2:10][CH:9]=[CH:8][CH2:7][P:3]([O:5][CH3:6])([O:2][CH3:1])=[O:4])[CH2:15][C:16]([CH3:33])=[CH:17][CH2:18][C:19]1[C:20]([O:32][CH2:54][CH2:59][Si:35]([CH3:37])([CH3:36])[CH3:34])=[C:21]2[C:25](=[C:26]([CH3:30])[C:27]=1[O:28][CH3:29])[CH2:24][O:23][C:22]2=[O:31]. The yield is 0.850. (4) The reactants are [CH:1]([N:4]1[C:9]2=[N:10][C:11]([Sn](C)(C)C)=[CH:12][N:13]=[C:8]2[NH:7][CH2:6][C:5]1=[O:18])([CH3:3])[CH3:2].Br[C:20]1[C:25]([CH3:26])=[CH:24][C:23]([C:27]2[N:31]=[CH:30][N:29]([CH:32]3[CH2:37][CH2:36][CH2:35][CH2:34][O:33]3)[N:28]=2)=[C:22]([F:38])[CH:21]=1. The yield is 0.520. The catalyst is CN(C)C=O.Cl[Pd](Cl)([P](C1C=CC=CC=1)(C1C=CC=CC=1)C1C=CC=CC=1)[P](C1C=CC=CC=1)(C1C=CC=CC=1)C1C=CC=CC=1. The product is [F:38][C:22]1[C:23]([C:27]2[N:31]=[CH:30][N:29]([CH:32]3[CH2:37][CH2:36][CH2:35][CH2:34][O:33]3)[N:28]=2)=[CH:24][C:25]([CH3:26])=[C:20]([C:11]2[N:10]=[C:9]3[N:4]([CH:1]([CH3:3])[CH3:2])[C:5](=[O:18])[CH2:6][NH:7][C:8]3=[N:13][CH:12]=2)[CH:21]=1. (5) The reactants are Br[C:2]1[CH:7]=[C:6]([C:8]([CH3:11])([CH3:10])[CH3:9])[C:5]([N+:12]([O-:14])=[O:13])=[CH:4][C:3]=1[NH2:15].CCN(CC)CC.[CH3:23][Si:24]([C:27]#[CH:28])([CH3:26])[CH3:25]. The catalyst is C1(C)C=CC=CC=1.O.Cl[Pd](Cl)([P](C1C=CC=CC=1)(C1C=CC=CC=1)C1C=CC=CC=1)[P](C1C=CC=CC=1)(C1C=CC=CC=1)C1C=CC=CC=1.[Cu]I. The product is [C:8]([C:6]1[C:5]([N+:12]([O-:14])=[O:13])=[CH:4][C:3]([NH:15][C:28]#[C:27][Si:24]([CH3:26])([CH3:25])[CH3:23])=[CH:2][CH:7]=1)([CH3:11])([CH3:10])[CH3:9]. The yield is 0.810. (6) The reactants are [C:1]([O:5][C:6](=[O:19])[NH:7][CH2:8][CH2:9][CH2:10][CH2:11][C:12]1[CH:17]=[CH:16][C:15]([OH:18])=[CH:14][CH:13]=1)([CH3:4])([CH3:3])[CH3:2].C(=O)([O-])[O-].[K+].[K+].[I-].[Na+].Br[CH2:29][C:30]([O:32][CH3:33])=[O:31]. The catalyst is CN(C=O)C.C(OCC)(=O)C. The product is [CH3:33][O:32][C:30](=[O:31])[CH2:29][O:18][C:15]1[CH:14]=[CH:13][C:12]([CH2:11][CH2:10][CH2:9][CH2:8][NH:7][C:6]([O:5][C:1]([CH3:4])([CH3:2])[CH3:3])=[O:19])=[CH:17][CH:16]=1. The yield is 1.00. (7) The reactants are [Cl:1][C:2]1[C:7]([CH2:8][C:9]([O:11]C)=[O:10])=[C:6]([N:13]([CH2:15][C:16]([NH:18][CH:19]2[CH2:23][CH2:22][CH2:21][CH2:20]2)=[O:17])[CH3:14])[N:5]=[C:4]([CH2:24][C:25]2[CH:30]=[CH:29][C:28]([NH:31][CH2:32][CH:33]3[CH2:38][CH2:37][CH2:36][CH2:35][CH2:34]3)=[CH:27][CH:26]=2)[N:3]=1.[OH-].[Na+].Cl. The catalyst is C1COCC1. The product is [Cl:1][C:2]1[C:7]([CH2:8][C:9]([OH:11])=[O:10])=[C:6]([N:13]([CH2:15][C:16]([NH:18][CH:19]2[CH2:20][CH2:21][CH2:22][CH2:23]2)=[O:17])[CH3:14])[N:5]=[C:4]([CH2:24][C:25]2[CH:26]=[CH:27][C:28]([NH:31][CH2:32][CH:33]3[CH2:38][CH2:37][CH2:36][CH2:35][CH2:34]3)=[CH:29][CH:30]=2)[N:3]=1. The yield is 0.280.